Dataset: Full USPTO retrosynthesis dataset with 1.9M reactions from patents (1976-2016). Task: Predict the reactants needed to synthesize the given product. (1) The reactants are: [CH:1]1([C@:4]2([OH:12])[CH2:8][CH2:7][NH:6][C@H:5]2[CH:9]([CH3:11])C)CC1.[F:13][C:14]1[CH:21]=[C:20](F)[CH:19]=[C:18]([F:23])[C:15]=1[C:16]#[N:17].C(=O)([O-])[O-].[Li+].[Li+]. Given the product [CH2:9]([C@H:5]1[C@:4]([OH:12])([CH3:1])[CH2:8][CH2:7][N:6]1[C:20]1[CH:21]=[C:14]([F:13])[C:15]([C:16]#[N:17])=[C:18]([F:23])[CH:19]=1)[CH3:11], predict the reactants needed to synthesize it. (2) Given the product [Cl:1][C:2]1[CH:7]=[CH:6][CH:5]=[C:4]([F:8])[C:3]=1[C@H:9]1[N:14]2[N:15]=[CH:16][N:17]=[C:13]2[NH:12][C@@H:11]([C:18]2[CH:23]=[CH:22][C:21]([Cl:24])=[CH:20][CH:19]=2)[CH2:10]1.[Cl:1][C:2]1[CH:7]=[CH:6][CH:5]=[C:4]([F:8])[C:3]=1[C@@H:9]1[N:14]2[N:15]=[CH:16][N:17]=[C:13]2[NH:12][C@H:11]([C:18]2[CH:23]=[CH:22][C:21]([Cl:24])=[CH:20][CH:19]=2)[CH2:10]1, predict the reactants needed to synthesize it. The reactants are: [Cl:1][C:2]1[CH:7]=[CH:6][CH:5]=[C:4]([F:8])[C:3]=1[C@H:9]1[N:14]2[N:15]=[CH:16][N:17]=[C:13]2[NH:12][C@@H:11]([C:18]2[CH:23]=[CH:22][C:21]([Cl:24])=[CH:20][CH:19]=2)[CH2:10]1.O.